From a dataset of Reaction yield outcomes from USPTO patents with 853,638 reactions. Predict the reaction yield, written as a fraction of the theoretical maximum amount of product (1.0 means a 100% yield; for example, 0.34 means a 34% yield). (1) The reactants are [C:1]([NH:4][C:5]1[CH:6]=[C:7]([CH:11]2[C:20]([CH3:22])([CH3:21])[CH2:19][C:18]3[C:13](=[CH:14][CH:15]=[C:16]([C:23]([O:25]C)=[O:24])[CH:17]=3)[NH:12]2)[CH:8]=[CH:9][CH:10]=1)(=[O:3])[CH3:2].[OH-].[Na+]. The catalyst is CO.O. The product is [C:1]([NH:4][C:5]1[CH:6]=[C:7]([CH:11]2[C:20]([CH3:22])([CH3:21])[CH2:19][C:18]3[C:13](=[CH:14][CH:15]=[C:16]([C:23]([OH:25])=[O:24])[CH:17]=3)[NH:12]2)[CH:8]=[CH:9][CH:10]=1)(=[O:3])[CH3:2]. The yield is 0.331. (2) The reactants are [C:1]([O:5][C:6](=[O:31])[NH:7][CH:8]([C:10](=[O:30])[NH:11][C:12]1[CH:17]=[CH:16][CH:15]=[C:14]([Cl:18])[C:13]=1[C:19](=O)[NH:20][C:21]1[CH:26]=[C:25]([F:27])[CH:24]=[C:23]([F:28])[CH:22]=1)[CH3:9])([CH3:4])([CH3:3])[CH3:2].C(N(CC)C(C)C)(C)C.C1(P(C2C=CC=CC=2)C2C=CC=CC=2)C=CC=CC=1.II. The catalyst is C(Cl)Cl. The product is [C:1]([O:5][C:6](=[O:31])[NH:7][CH:8]([C:10]1[O:30][C:19](=[N:20][C:21]2[CH:26]=[C:25]([F:27])[CH:24]=[C:23]([F:28])[CH:22]=2)[C:13]2[C:14]([Cl:18])=[CH:15][CH:16]=[CH:17][C:12]=2[N:11]=1)[CH3:9])([CH3:4])([CH3:3])[CH3:2]. The yield is 0.520.